Dataset: Forward reaction prediction with 1.9M reactions from USPTO patents (1976-2016). Task: Predict the product of the given reaction. (1) The product is: [CH:34]1([C@:32]([OH:33])([CH3:37])[CH2:31][NH:30][C:11](=[O:29])[C:12]2[CH:17]=[C:16]([C:18]3[CH:19]=[CH:20][C:21]([C:24]([F:25])([F:26])[F:27])=[CH:22][CH:23]=3)[C:15]([CH2:2][CH2:1][C:3]3[CH:8]=[CH:7][CH:6]=[CH:5][N:4]=3)=[N:14][CH:13]=2)[CH2:36][CH2:35]1. Given the reactants [C:1]([C:3]1[CH:8]=[CH:7][CH:6]=[CH:5][N:4]=1)#[CH:2].CO[C:11](=[O:29])[C:12]1[CH:17]=[C:16]([C:18]2[CH:23]=[CH:22][C:21]([C:24]([F:27])([F:26])[F:25])=[CH:20][CH:19]=2)[C:15](Cl)=[N:14][CH:13]=1.[NH2:30][CH2:31][C@@:32]([CH3:37])([CH:34]1[CH2:36][CH2:35]1)[OH:33], predict the reaction product. (2) Given the reactants C1C2C(=CC=CC=2)C=CC=1.N([O-])=O.[Na+].S(O)(C(F)(F)F)(=O)=O.[C:23]1([C:33]2[C:42]3[C:37](=[CH:38][CH:39]=[CH:40][CH:41]=3)[CH:36]=[CH:35][CH:34]=2)[C:32]2[C:27](=[CH:28][CH:29]=[CH:30][CH:31]=2)[CH:26]=[CH:25][CH:24]=1, predict the reaction product. The product is: [C:33]1([C:23]2[C:32]3[C:27](=[CH:28][CH:29]=[CH:30][CH:31]=3)[CH:26]=[CH:25][CH:24]=2)[C:42]2[C:37](=[CH:38][CH:39]=[CH:40][CH:41]=2)[CH:36]=[CH:35][CH:34]=1.[CH:34]1[C:33]2=[C:42]3[C:41]([C:31]4[C:32]5[C:27](=[CH:26][CH:25]=[CH:24][C:23]2=5)[CH:28]=[CH:29][CH:30]=4)=[CH:40][CH:39]=[CH:38][C:37]3=[CH:36][CH:35]=1. (3) Given the reactants [Cl:1][C:2]1[CH:3]=[C:4]([CH:8]=[C:9]([O:11][CH3:12])[CH:10]=1)[C:5](O)=[O:6].[H-].[H-].[H-].[H-].[Li+].[Al+3].Cl, predict the reaction product. The product is: [Cl:1][C:2]1[CH:3]=[C:4]([CH:8]=[C:9]([O:11][CH3:12])[CH:10]=1)[CH2:5][OH:6]. (4) The product is: [Cl:1][C:2]1[CH:7]=[CH:6][C:5]([C@:8]2([O:26][C@H:25]([CH2:27][O:28][C:29](=[O:31])[CH3:30])[C@@H:20]([O:21][C:22](=[O:24])[CH3:23])[C@H:15]([O:16][C:17](=[O:19])[CH3:18])[C@H:10]2[O:11][C:12](=[O:14])[CH3:13])[OH:9])=[CH:4][C:3]=1[CH2:32][C:33]1[CH:38]=[CH:37][C:36]([O:39][C:40]2([CH2:45][OH:46])[CH2:44][CH2:43][CH2:42][CH2:41]2)=[CH:35][CH:34]=1. Given the reactants [Cl:1][C:2]1[CH:7]=[CH:6][C:5]([C@:8]2([O:26][C@H:25]([CH2:27][O:28][C:29](=[O:31])[CH3:30])[C@@H:20]([O:21][C:22](=[O:24])[CH3:23])[C@H:15]([O:16][C:17](=[O:19])[CH3:18])[C@H:10]2[O:11][C:12](=[O:14])[CH3:13])[OH:9])=[CH:4][C:3]=1[CH2:32][C:33]1[CH:38]=[CH:37][C:36]([O:39][C:40]2([C:45](O)=[O:46])[CH2:44][CH2:43][CH2:42][CH2:41]2)=[CH:35][CH:34]=1.C(Cl)(=O)C(Cl)=O, predict the reaction product. (5) Given the reactants [CH3:1][O:2][N:3]([CH3:24])[C:4](=[O:23])[C:5]1[CH:10]=[CH:9][C:8]([O:11][CH2:12][C:13]2[CH:22]=[CH:21][C:20]3[C:15](=[CH:16]C=CC=3)N=2)=[CH:7][CH:6]=1.C(OC1C=CC(C(O)=O)=CC=1)C1C=CC=CC=1, predict the reaction product. The product is: [CH2:12]([O:11][C:8]1[CH:7]=[CH:6][C:5]([C:4]([N:3]([O:2][CH3:1])[CH3:24])=[O:23])=[CH:10][CH:9]=1)[C:13]1[CH:22]=[CH:21][CH:20]=[CH:15][CH:16]=1.